From a dataset of Catalyst prediction with 721,799 reactions and 888 catalyst types from USPTO. Predict which catalyst facilitates the given reaction. (1) Reactant: [C:1]1([C:7]2[N:8]=[C:9]([NH2:18])[S:10][C:11]=2[C:12]2[CH:17]=[CH:16][CH:15]=[CH:14][CH:13]=2)[CH:6]=[CH:5][CH:4]=[CH:3][CH:2]=1.[C:19](Cl)(=[O:26])[C:20]1[CH:25]=[CH:24][CH:23]=[CH:22][CH:21]=1.C(N(CC)CC)C. Product: [C:1]1([C:7]2[N:8]=[C:9]([NH:18][C:19](=[O:26])[C:20]3[CH:25]=[CH:24][CH:23]=[CH:22][CH:21]=3)[S:10][C:11]=2[C:12]2[CH:13]=[CH:14][CH:15]=[CH:16][CH:17]=2)[CH:2]=[CH:3][CH:4]=[CH:5][CH:6]=1. The catalyst class is: 12. (2) Reactant: [F:1][C:2]([F:32])([F:31])[C:3]1[CH:8]=[CH:7][C:6]([C:9]2[C:10]([C:15]([NH:17][C:18]3[CH:27]=[C:26]4[C:21]([CH:22]=[C:23]([C:28]([OH:30])=O)[CH:24]=[N:25]4)=[CH:20][CH:19]=3)=[O:16])=[CH:11][CH:12]=[CH:13][CH:14]=2)=[CH:5][CH:4]=1.[CH:33]1([CH2:36][NH2:37])[CH2:35][CH2:34]1.Cl.CN(C)CCCN=C=NCC.ON1C2C=CC=CC=2N=N1.C(N(CC)CC)C. Product: [CH:33]1([CH2:36][NH:37][C:28]([C:23]2[CH:24]=[N:25][C:26]3[C:21]([CH:22]=2)=[CH:20][CH:19]=[C:18]([NH:17][C:15]([C:10]2[C:9]([C:6]4[CH:7]=[CH:8][C:3]([C:2]([F:1])([F:32])[F:31])=[CH:4][CH:5]=4)=[CH:14][CH:13]=[CH:12][CH:11]=2)=[O:16])[CH:27]=3)=[O:30])[CH2:35][CH2:34]1. The catalyst class is: 4. (3) Reactant: [CH2:1]([NH:8][C:9](=[N:12][C:13]#[N:14])[CH2:10][CH3:11])[C:2]1[CH:7]=[CH:6][CH:5]=[CH:4][CH:3]=1.C(=O)([O-])[O-].[K+].[K+].Br[CH2:22][C:23]([O:25][CH2:26][CH3:27])=[O:24].CC(C)([O-])C.[K+]. Product: [NH2:14][C:13]1[N:12]=[C:9]([CH2:10][CH3:11])[N:8]([CH2:1][C:2]2[CH:7]=[CH:6][CH:5]=[CH:4][CH:3]=2)[C:22]=1[C:23]([O:25][CH2:26][CH3:27])=[O:24]. The catalyst class is: 3. (4) Reactant: [O:1]1[CH:5]=[CH:4][CH:3]=[C:2]1[C:6]1[N:22]=[C:9]2[N:10]=[C:11]([NH:15][CH2:16][CH:17]3[CH2:21][CH2:20][CH2:19][NH:18]3)[N:12]=[C:13]([NH2:14])[N:8]2[N:7]=1.[Cl:23][C:24]1[CH:31]=[CH:30][CH:29]=[C:28]([Cl:32])[C:25]=1[CH:26]=O.C(O[BH-](OC(=O)C)OC(=O)C)(=O)C.[Na+]. Product: [Cl:23][C:24]1[CH:31]=[CH:30][CH:29]=[C:28]([Cl:32])[C:25]=1[CH2:26][N:18]1[CH2:19][CH2:20][CH2:21][CH:17]1[CH2:16][NH:15][C:11]1[N:12]=[C:13]([NH2:14])[N:8]2[N:7]=[C:6]([C:2]3[O:1][CH:5]=[CH:4][CH:3]=3)[N:22]=[C:9]2[N:10]=1. The catalyst class is: 322. (5) Reactant: Br[C:2]1[CH:3]=[CH:4][C:5]([F:16])=[C:6]([CH:15]=1)[O:7][CH2:8][C:9]([NH:11][CH:12]1[CH2:14][CH2:13]1)=[O:10].[B:17]1([B:17]2[O:21][C:20]([CH3:23])([CH3:22])[C:19]([CH3:25])([CH3:24])[O:18]2)[O:21][C:20]([CH3:23])([CH3:22])[C:19]([CH3:25])([CH3:24])[O:18]1.C([O-])(=O)C.[K+]. Product: [CH:12]1([NH:11][C:9](=[O:10])[CH2:8][O:7][C:6]2[CH:15]=[C:2]([B:17]3[O:21][C:20]([CH3:23])([CH3:22])[C:19]([CH3:25])([CH3:24])[O:18]3)[CH:3]=[CH:4][C:5]=2[F:16])[CH2:14][CH2:13]1. The catalyst class is: 75. (6) The catalyst class is: 2. Reactant: [C:1]([NH:9][C:10]([NH:12][C:13]1([C:30]2[S:31][CH:32]=[CH:33][CH:34]=2)[CH:17]([CH2:18]O)[CH2:16][N:15]([C:20]([O:22][CH2:23][C:24]2[CH:29]=[CH:28][CH:27]=[CH:26][CH:25]=2)=[O:21])[CH2:14]1)=[S:11])(=[O:8])[C:2]1[CH:7]=[CH:6][CH:5]=[CH:4][CH:3]=1.ClC(N(C)C)=C(C)C. Product: [C:1]([NH:9][C:10]1[S:11][CH2:18][CH:17]2[CH2:16][N:15]([C:20]([O:22][CH2:23][C:24]3[CH:29]=[CH:28][CH:27]=[CH:26][CH:25]=3)=[O:21])[CH2:14][C:13]2([C:30]2[S:31][CH:32]=[CH:33][CH:34]=2)[N:12]=1)(=[O:8])[C:2]1[CH:3]=[CH:4][CH:5]=[CH:6][CH:7]=1. (7) Product: [CH3:10][C:4]1[CH:3]=[C:2]([OH:12])[CH:7]=[N:6][C:5]=1[S:8][CH3:9]. Reactant: N[C:2]1[CH:3]=[C:4]([CH3:10])[C:5]([S:8][CH3:9])=[N:6][CH:7]=1.S(=O)(=O)(O)[OH:12].N([O-])=O.[Na+].[OH-].[Na+]. The catalyst class is: 6. (8) Reactant: Cl[C:2]1[C:3]2[CH:10]=[C:9]([C:11]3[CH:16]=[CH:15][CH:14]=[CH:13][CH:12]=3)[O:8][C:4]=2[N:5]=[CH:6][N:7]=1.CCN(C(C)C)C(C)C.[NH2:26][C@H:27]1[CH2:32][CH2:31][CH2:30][C@H:29]([OH:33])[CH2:28]1.O. Product: [C:11]1([C:9]2[O:8][C:4]3[N:5]=[CH:6][N:7]=[C:2]([NH:26][C@@H:27]4[CH2:32][CH2:31][CH2:30][C@H:29]([OH:33])[CH2:28]4)[C:3]=3[CH:10]=2)[CH:16]=[CH:15][CH:14]=[CH:13][CH:12]=1. The catalyst class is: 3. (9) Reactant: [F:1][C:2]([F:6])([F:5])[CH2:3][OH:4].C(=O)([O-])[O-].[K+].[K+].[N+]([C:16]1[CH:21]=[CH:20][N:19]=[C:18]([CH2:22][S@:23]([C:25]2[NH:29][C:28]3[CH:30]=[CH:31][CH:32]=[CH:33][C:27]=3[N:26]=2)=[O:24])[C:17]=1[CH3:34])([O-])=O.O. Product: [CH3:34][C:17]1[C:18]([CH2:22][S@:23]([C:25]2[NH:26][C:27]3[CH:33]=[CH:32][CH:31]=[CH:30][C:28]=3[N:29]=2)=[O:24])=[N:19][CH:20]=[CH:21][C:16]=1[O:4][CH2:3][C:2]([F:6])([F:5])[F:1]. The catalyst class is: 9. (10) Reactant: C([O:4][C:5]1[CH:14]=[CH:13][C:12]2[C:7](=[CH:8][CH:9]=[C:10]([CH2:15][CH2:16][CH2:17][CH2:18][CH2:19][CH2:20][CH2:21][CH2:22][CH2:23][CH2:24][CH2:25][CH3:26])[CH:11]=2)[C:6]=1[C:27]([NH2:29])=[O:28])(=O)C.[OH-].[Na+].Cl. Product: [OH:4][C:5]1[CH:14]=[CH:13][C:12]2[C:7](=[CH:8][CH:9]=[C:10]([CH2:15][CH2:16][CH2:17][CH2:18][CH2:19][CH2:20][CH2:21][CH2:22][CH2:23][CH2:24][CH2:25][CH3:26])[CH:11]=2)[C:6]=1[C:27]([NH2:29])=[O:28]. The catalyst class is: 24.